This data is from Reaction yield outcomes from USPTO patents with 853,638 reactions. The task is: Predict the reaction yield, written as a fraction of the theoretical maximum amount of product (1.0 means a 100% yield; for example, 0.34 means a 34% yield). (1) The reactants are [Si:1]([O:8][CH2:9][CH:10]1[CH2:22][CH2:21][N:13]2[C:14]3[C:19]([CH:20]=[C:12]2[CH2:11]1)=[CH:18][CH:17]=[CH:16][CH:15]=3)([C:4]([CH3:7])([CH3:6])[CH3:5])([CH3:3])[CH3:2].[C:23](Cl)(=[O:27])[C:24](Cl)=[O:25].CCN(C(C)C)C(C)C.[CH3:38][OH:39]. The catalyst is C(Cl)Cl. The product is [Si:1]([O:8][CH2:9][CH:10]1[CH2:22][CH2:21][N:13]2[C:14]3[C:19]([C:20]([C:23](=[O:27])[C:24]([O:39][CH3:38])=[O:25])=[C:12]2[CH2:11]1)=[CH:18][CH:17]=[CH:16][CH:15]=3)([C:4]([CH3:7])([CH3:6])[CH3:5])([CH3:3])[CH3:2]. The yield is 0.830. (2) The reactants are [N:1]1([CH2:6][CH2:7][N:8]2[C:13](=[O:14])[N:12](COCC3C=CC=CC=3)[C:11](=[O:24])[C:10]([O:25]CC3C=CC=CC=3)=[N:9]2)[CH:5]=[CH:4][CH:3]=[N:2]1. The catalyst is CO.[Pd]. The product is [N:1]1([CH2:6][CH2:7][N:8]2[C:13](=[O:14])[NH:12][C:11](=[O:24])[C:10]([OH:25])=[N:9]2)[CH:5]=[CH:4][CH:3]=[N:2]1. The yield is 0.830. (3) The reactants are [CH3:1][C:2]1[O:6][N:5]=[C:4]([C:7]2[CH:12]=[CH:11][CH:10]=[CH:9][CH:8]=2)[C:3]=1[CH2:13][O:14][C:15]1[CH:23]=[CH:22][C:18]([C:19]([OH:21])=O)=[CH:17][N:16]=1.[NH2:24][CH2:25][CH:26]1[CH2:28][CH2:27]1. No catalyst specified. The product is [CH:26]1([CH2:25][NH:24][C:19](=[O:21])[C:18]2[CH:22]=[CH:23][C:15]([O:14][CH2:13][C:3]3[C:4]([C:7]4[CH:8]=[CH:9][CH:10]=[CH:11][CH:12]=4)=[N:5][O:6][C:2]=3[CH3:1])=[N:16][CH:17]=2)[CH2:28][CH2:27]1. The yield is 0.780. (4) The product is [O:16]1[CH2:17][C@@H:18]1[CH2:22][CH2:21][C:20]([O:19][CH3:1])=[O:23]. The yield is 0.530. The catalyst is C(O)(=O)C. The reactants are [CH3:1][O-].[Na+].CO.CC1C=CC(S([O:16][CH2:17][C@@H:18]2[CH2:22][CH2:21][C:20](=[O:23])[O:19]2)(=O)=O)=CC=1.CO. (5) The catalyst is [Pd].CO. The reactants are C(OC(=O)[NH:10][CH2:11][CH2:12][CH2:13][CH2:14][C:15]1[CH:20]=[CH:19][C:18]([O:21][CH2:22][C:23](=[O:31])[NH:24][CH2:25][CH2:26][CH2:27][N:28]([CH3:30])[CH3:29])=[CH:17][CH:16]=1)C1C=CC=CC=1.[H][H]. The product is [NH2:10][CH2:11][CH2:12][CH2:13][CH2:14][C:15]1[CH:20]=[CH:19][C:18]([O:21][CH2:22][C:23]([NH:24][CH2:25][CH2:26][CH2:27][N:28]([CH3:30])[CH3:29])=[O:31])=[CH:17][CH:16]=1. The yield is 0.800. (6) The reactants are [F:1][C:2]1[CH:7]=[C:6]([N+:8]([O-])=O)[CH:5]=[CH:4][C:3]=1[CH2:11][CH2:12][OH:13]. The catalyst is C(O)C.[Pd]. The product is [NH2:8][C:6]1[CH:5]=[CH:4][C:3]([CH2:11][CH2:12][OH:13])=[C:2]([F:1])[CH:7]=1. The yield is 0.750. (7) The catalyst is CO. The product is [CH2:2]([O:4][C:5]([C:7]1[NH:8][C:9]2[C:14]([CH:15]=1)=[CH:13][C:12]([CH:16]([OH:24])[CH2:17][N:18]1[CH2:23][CH2:22][CH2:21][CH2:20][CH2:19]1)=[CH:11][CH:10]=2)=[O:6])[CH3:3]. The yield is 0.550. The reactants are [Na].[CH2:2]([O:4][C:5]([C:7]1[NH:8][C:9]2[C:14]([CH:15]=1)=[CH:13][C:12]([C:16](=[O:24])[CH2:17][N:18]1[CH2:23][CH2:22][CH2:21][CH2:20][CH2:19]1)=[CH:11][CH:10]=2)=[O:6])[CH3:3]. (8) The reactants are [CH3:1][O:2][C:3]1[CH:4]=[C:5]2[C:9](=[CH:10][CH:11]=1)[C@H:8]([C@H:12]([CH3:16])[C:13]([OH:15])=[O:14])[CH2:7][CH2:6]2.[C:17](=O)(O)[O-].[Na+].IC.O. The catalyst is CN(C=O)C. The product is [CH3:1][O:2][C:3]1[CH:4]=[C:5]2[C:9](=[CH:10][CH:11]=1)[C@H:8]([C@H:12]([CH3:16])[C:13]([O:15][CH3:17])=[O:14])[CH2:7][CH2:6]2. The yield is 0.840. (9) The reactants are [OH-].[Na+].[CH3:3][O:4][C:5]1[CH:6]=[C:7]([CH2:11][C:12]#N)[CH:8]=[CH:9][CH:10]=1.[Cl:14][C:15]1[CH:20]=[CH:19][C:18]([C:21]2([C:26]3[CH:31]=C[C:29]([N+:32]([O-])=[O:33])=[CH:28][CH:27]=3)[O:25][CH2:24][CH2:23][O:22]2)=[CH:17][CH:16]=1.O. The product is [Cl:14][C:15]1[CH:16]=[CH:17][C:18]([C:21]2([C:26]3[CH:27]=[CH:28][C:29]4[C:12]([CH:31]=3)=[C:11]([C:7]3[CH:8]=[CH:9][CH:10]=[C:5]([O:4][CH3:3])[CH:6]=3)[O:33][N:32]=4)[O:22][CH2:23][CH2:24][O:25]2)=[CH:19][CH:20]=1. The yield is 0.900. The catalyst is CO. (10) The reactants are C(O)(C(F)(F)F)=O.[CH2:8]([O:15][NH:16][C@H:17]1[CH2:22][N:21](C(OC(C)(C)C)=O)[C@H:20]([C:30]([O:32][CH2:33][CH3:34])=[O:31])[CH2:19][CH2:18]1)[C:9]1[CH:14]=[CH:13][CH:12]=[CH:11][CH:10]=1. The catalyst is C(Cl)Cl. The product is [CH2:8]([O:15][NH:16][C@H:17]1[CH2:22][NH:21][C@H:20]([C:30]([O:32][CH2:33][CH3:34])=[O:31])[CH2:19][CH2:18]1)[C:9]1[CH:10]=[CH:11][CH:12]=[CH:13][CH:14]=1. The yield is 0.950.